From a dataset of Peptide-MHC class I binding affinity with 185,985 pairs from IEDB/IMGT. Regression. Given a peptide amino acid sequence and an MHC pseudo amino acid sequence, predict their binding affinity value. This is MHC class I binding data. (1) The peptide sequence is AEKPKFLPDLY. The MHC is HLA-B40:02 with pseudo-sequence HLA-B40:02. The binding affinity (normalized) is 0.217. (2) The peptide sequence is KIGDKFQTV. The MHC is HLA-A02:06 with pseudo-sequence HLA-A02:06. The binding affinity (normalized) is 0.963. (3) The peptide sequence is FATTPVCEY. The MHC is HLA-A02:19 with pseudo-sequence HLA-A02:19. The binding affinity (normalized) is 0.0847. (4) The peptide sequence is SEFSSLPSY. The MHC is Patr-B2401 with pseudo-sequence Patr-B2401. The binding affinity (normalized) is 0. (5) The peptide sequence is PYLQLQPFL. The MHC is HLA-A29:02 with pseudo-sequence HLA-A29:02. The binding affinity (normalized) is 0.331. (6) The peptide sequence is LEFNSSLAI. The MHC is HLA-A69:01 with pseudo-sequence HLA-A69:01. The binding affinity (normalized) is 0.0847.